This data is from Retrosynthesis with 50K atom-mapped reactions and 10 reaction types from USPTO. The task is: Predict the reactants needed to synthesize the given product. (1) Given the product COC(=O)c1cc(Br)cc(NC(=O)CCCCl)c1, predict the reactants needed to synthesize it. The reactants are: COC(=O)c1cc(N)cc(Br)c1.O=C(Cl)CCCCl. (2) The reactants are: COc1ccc([N+](=O)[O-])c(Cl)n1. Given the product O=[N+]([O-])c1ccc(O)nc1Cl, predict the reactants needed to synthesize it. (3) Given the product CC(C)(C)OC(=O)N1CCC(CCOc2ccc(Br)cc2)CC1, predict the reactants needed to synthesize it. The reactants are: CC(C)(C)OC(=O)N1CCC(CCO)CC1.Fc1ccc(Br)cc1. (4) The reactants are: CC(C)(Cc1ccc(Cl)cc1Cl)C(=O)Cn1cncn1.CS(C)=O. Given the product CC(C)(Cc1ccc(Cl)cc1Cl)C1(Cn2cncn2)CO1, predict the reactants needed to synthesize it. (5) Given the product OCc1cc(I)ccn1, predict the reactants needed to synthesize it. The reactants are: COC(=O)c1cc(I)ccn1. (6) The reactants are: CCCCCCCC(=O)N(C)Cc1cccc(-c2ccc(C=CC(=O)OCC)cc2)c1. Given the product CCCCCCCC(=O)N(C)Cc1cccc(-c2ccc(CCC(=O)OCC)cc2)c1, predict the reactants needed to synthesize it. (7) Given the product CNc1nccc(-c2c(-c3ccc(F)cc3)ncn2C2CCN(C(C)c3ccon3)CC2)n1, predict the reactants needed to synthesize it. The reactants are: CC(OS(C)(=O)=O)c1ccon1.CNc1nccc(-c2c(-c3ccc(F)cc3)ncn2C2CCNCC2)n1. (8) Given the product CCn1c(C)cn(CC(=O)OC(C)(C)C)c1=O, predict the reactants needed to synthesize it. The reactants are: CC(C)(C)OC(=O)CBr.CCn1c(C)c[nH]c1=O.